This data is from Forward reaction prediction with 1.9M reactions from USPTO patents (1976-2016). The task is: Predict the product of the given reaction. (1) Given the reactants [Na].[CH2:2]([OH:5])[CH2:3][OH:4].[O:6]1[CH2:11][CH2:10][CH2:9][CH2:8][CH:7]1[O:12][CH2:13][CH2:14][O:15][C:16]1[S:17][CH:18]=[C:19]([C:21]#[N:22])[N:20]=1.C(O)(=O)C, predict the reaction product. The product is: [OH:4][CH2:3][CH2:2][O:5][C:21]([C:19]1[N:20]=[C:16]([O:15][CH2:14][CH2:13][O:12][CH:7]2[CH2:8][CH2:9][CH2:10][CH2:11][O:6]2)[S:17][CH:18]=1)=[NH:22]. (2) Given the reactants [OH-].[Na+].[C:3]1([CH:10]=[CH:9][C:7]([OH:8])=[CH:6][CH:5]=1)[OH:4].[CH2:11]([C:14]#[N:15])[CH2:12]Br.Cl.O.O1CCOC[CH2:19]1, predict the reaction product. The product is: [OH:4][C:3]1[CH:10]=[CH:9][C:7]([O:8][CH2:19][CH2:12][CH2:11][C:14]#[N:15])=[CH:6][CH:5]=1. (3) The product is: [Cl:8][C:5]1[N:6]=[CH:7][C:2]([C:40]2[S:44][C:43]([NH:45][C:46](=[O:48])[CH3:47])=[N:42][C:41]=2[CH3:49])=[CH:3][C:4]=1[S:9]([CH3:12])(=[O:11])=[O:10]. Given the reactants Br[C:2]1[CH:3]=[C:4]([S:9]([CH3:12])(=[O:11])=[O:10])[C:5]([Cl:8])=[N:6][CH:7]=1.ClCCl.B1(B2OC(C)(C)C(C)(C)O2)OC(C)(C)C(C)(C)O1.C([O-])(=O)C.[K+].I[C:40]1[S:44][C:43]([NH:45][C:46](=[O:48])[CH3:47])=[N:42][C:41]=1[CH3:49].C(=O)([O-])[O-].[Na+].[Na+], predict the reaction product. (4) Given the reactants C([O:8][C:9]1[C:17]2[C:16](=[O:18])[N:15]([CH2:19][C:20]3[CH:25]=[CH:24][C:23]([F:26])=[CH:22][CH:21]=3)[N:14]=[C:13]([OH:27])[C:12]=2[N:11]2[CH2:28][CH2:29][N:30]([CH3:33])[C:31](=[O:32])[C:10]=12)C1C=CC=CC=1, predict the reaction product. The product is: [F:26][C:23]1[CH:24]=[CH:25][C:20]([CH2:19][N:15]2[C:16](=[O:18])[C:17]3[C:9]([OH:8])=[C:10]4[C:31](=[O:32])[N:30]([CH3:33])[CH2:29][CH2:28][N:11]4[C:12]=3[C:13]([OH:27])=[N:14]2)=[CH:21][CH:22]=1.